From a dataset of Full USPTO retrosynthesis dataset with 1.9M reactions from patents (1976-2016). Predict the reactants needed to synthesize the given product. (1) Given the product [CH:1]1([O:6][C:7]2[N:15]=[C:14]3[C:10]([N:11]=[CH:12][N:13]3[C@@H:16]3[O:32][C@H:31]([CH3:33])[C@@H:29]([OH:30])[C@H:17]3[O:18][Si:19]([CH:23]([CH3:24])[CH3:25])([CH:26]([CH3:27])[CH3:28])[CH:20]([CH3:21])[CH3:22])=[C:9](/[N:34]=[CH:37]\[N:38]([CH3:40])[CH3:39])[N:8]=2)[CH2:2][CH2:3][CH2:4][CH2:5]1, predict the reactants needed to synthesize it. The reactants are: [CH:1]1([O:6][C:7]2[N:15]=[C:14]3[C:10]([N:11]=[CH:12][N:13]3[C@@H:16]3[O:32][C@H:31]([CH3:33])[C@@H:29]([OH:30])[C@H:17]3[O:18][Si:19]([CH:26]([CH3:28])[CH3:27])([CH:23]([CH3:25])[CH3:24])[CH:20]([CH3:22])[CH3:21])=[C:9]([NH2:34])[N:8]=2)[CH2:5][CH2:4][CH2:3][CH2:2]1.CO[CH:37](OC)[N:38]([CH3:40])[CH3:39]. (2) Given the product [Cl:12][C:13]1[C:14]([O:22][C:23]2[CH:24]=[N:25][C:26]([O:30][CH:31]([CH3:33])[CH3:32])=[C:27]([Cl:29])[CH:28]=2)=[CH:15][C:16]2[O:34][N:19]=[C:18]([NH2:2])[C:17]=2[CH:20]=1, predict the reactants needed to synthesize it. The reactants are: O[NH:2]C(=O)C.C([O-])(C)(C)C.[K+].[Cl:12][C:13]1[C:14]([O:22][C:23]2[CH:24]=[N:25][C:26]([O:30][CH:31]([CH3:33])[CH3:32])=[C:27]([Cl:29])[CH:28]=2)=[CH:15][C:16](F)=[C:17]([CH:20]=1)[C:18]#[N:19].[OH2:34]. (3) Given the product [OH:1][C:2]1[C:3]([C:12]([NH:20][C:19]2[CH:21]=[C:22]([C:24]([F:25])([F:26])[F:27])[CH:23]=[C:17]([C:16]([F:15])([F:28])[F:29])[CH:18]=2)=[O:14])=[CH:4][C:5]2[C:10]([CH:11]=1)=[CH:9][CH:8]=[CH:7][CH:6]=2, predict the reactants needed to synthesize it. The reactants are: [OH:1][C:2]1[C:3]([C:12]([OH:14])=O)=[CH:4][C:5]2[C:10]([CH:11]=1)=[CH:9][CH:8]=[CH:7][CH:6]=2.[F:15][C:16]([F:29])([F:28])[C:17]1[CH:18]=[C:19]([CH:21]=[C:22]([C:24]([F:27])([F:26])[F:25])[CH:23]=1)[NH2:20]. (4) Given the product [C:29]([OH:36])(=[O:35])/[CH:30]=[CH:31]/[C:32]([OH:34])=[O:33].[CH3:1][O:2][C:3]1[CH:8]=[CH:7][C:6]([C:9]2[CH:14]=[C:13]([CH2:15][CH:16]3[CH2:17][CH2:18][O:19][CH2:20][CH2:21]3)[N:12]=[C:11]([N:22]3[CH2:27][CH2:26][N:25]([CH3:28])[CH2:24][CH2:23]3)[CH:10]=2)=[CH:5][CH:4]=1, predict the reactants needed to synthesize it. The reactants are: [CH3:1][O:2][C:3]1[CH:8]=[CH:7][C:6]([C:9]2[CH:14]=[C:13]([CH2:15][CH:16]3[CH2:21][CH2:20][O:19][CH2:18][CH2:17]3)[N:12]=[C:11]([N:22]3[CH2:27][CH2:26][N:25]([CH3:28])[CH2:24][CH2:23]3)[CH:10]=2)=[CH:5][CH:4]=1.[C:29]([OH:36])(=[O:35])/[CH:30]=[CH:31]/[C:32]([OH:34])=[O:33]. (5) Given the product [F:1][C:2]1[CH:10]=[CH:9][C:5]([C:6]([NH2:16])=[O:7])=[C:4]([S:11][CH3:12])[CH:3]=1, predict the reactants needed to synthesize it. The reactants are: [F:1][C:2]1[CH:10]=[CH:9][C:5]([C:6](O)=[O:7])=[C:4]([S:11][CH3:12])[CH:3]=1.[Cl-].[NH4+].O[N:16]1C2N=CC=CC=2N=N1.Cl.CN(C)CCCN=C=NCC. (6) Given the product [CH2:1]([O:8][C:9]([N:11]1[CH2:16][CH2:15][CH:14]([CH2:17][OH:18])[CH2:13][CH2:12]1)=[O:10])[C:2]1[CH:7]=[CH:6][CH:5]=[CH:4][CH:3]=1, predict the reactants needed to synthesize it. The reactants are: [CH2:1]([O:8][C:9]([N:11]1[CH2:16][CH2:15][CH:14]([CH:17]=[O:18])[CH2:13][CH2:12]1)=[O:10])[C:2]1[CH:7]=[CH:6][CH:5]=[CH:4][CH:3]=1.[Cr](Cl)([O-])(=O)=O.[NH+]1C=CC=CC=1. (7) Given the product [F:1][C:2]1[CH:3]=[C:4]([CH:5]=[C:6]([F:19])[C:7]=1[O:8][C:9]1[CH:14]=[N:13][C:12]([C:15]([F:17])([F:18])[F:16])=[N:11][CH:10]=1)[CH2:20][O:21][C:23]1[CH:34]=[C:27]2[N:28]([CH3:33])[C@@H:29]([CH3:32])[CH2:30][CH2:31][N:26]2[C:25](=[O:35])[N:24]=1, predict the reactants needed to synthesize it. The reactants are: [F:1][C:2]1[CH:3]=[C:4]([CH2:20][OH:21])[CH:5]=[C:6]([F:19])[C:7]=1[O:8][C:9]1[CH:10]=[N:11][C:12]([C:15]([F:18])([F:17])[F:16])=[N:13][CH:14]=1.Cl[C:23]1[CH:34]=[C:27]2[N:28]([CH3:33])[C@@H:29]([CH3:32])[CH2:30][CH2:31][N:26]2[C:25](=[O:35])[N:24]=1. (8) Given the product [CH2:1]([O:3][C:4](=[O:22])[CH2:5][N:6]([C:12]([O:14][CH2:15][C:16]1[CH:21]=[CH:20][CH:19]=[CH:18][CH:17]=1)=[O:13])[CH2:7][CH:8]=[O:11])[CH3:2], predict the reactants needed to synthesize it. The reactants are: [CH2:1]([O:3][C:4](=[O:22])[CH2:5][N:6]([C:12]([O:14][CH2:15][C:16]1[CH:21]=[CH:20][CH:19]=[CH:18][CH:17]=1)=[O:13])[CH2:7][CH:8]([OH:11])CO)[CH3:2].